This data is from Catalyst prediction with 721,799 reactions and 888 catalyst types from USPTO. The task is: Predict which catalyst facilitates the given reaction. (1) Reactant: [Br:1][C:2]1[CH:13]=[CH:12][C:5]([C:6](N(OC)C)=[O:7])=[C:4]([F:14])[CH:3]=1.[CH3:15][Mg]Cl.OS([O-])(=O)=O.[Na+].O. Product: [Br:1][C:2]1[CH:13]=[CH:12][C:5]([C:6](=[O:7])[CH3:15])=[C:4]([F:14])[CH:3]=1. The catalyst class is: 116. (2) Reactant: S(Cl)([Cl:3])=O.[F:5][C:6]([F:22])([F:21])[C:7]1[CH:12]=[CH:11][C:10]([C:13]2[CH:14]=[CH:15][C:16]([CH2:19]O)=[N:17][CH:18]=2)=[CH:9][CH:8]=1. Product: [Cl:3][CH2:19][C:16]1[CH:15]=[CH:14][C:13]([C:10]2[CH:11]=[CH:12][C:7]([C:6]([F:22])([F:21])[F:5])=[CH:8][CH:9]=2)=[CH:18][N:17]=1. The catalyst class is: 9.